Dataset: CYP3A4 inhibition data for predicting drug metabolism from PubChem BioAssay. Task: Regression/Classification. Given a drug SMILES string, predict its absorption, distribution, metabolism, or excretion properties. Task type varies by dataset: regression for continuous measurements (e.g., permeability, clearance, half-life) or binary classification for categorical outcomes (e.g., BBB penetration, CYP inhibition). Dataset: cyp3a4_veith. The drug is CC(=O)N1c2ccc(S(=O)(=O)CCC(=O)O)cc2CC1C. The result is 0 (non-inhibitor).